Dataset: Catalyst prediction with 721,799 reactions and 888 catalyst types from USPTO. Task: Predict which catalyst facilitates the given reaction. (1) Reactant: [Cl:1][C:2]1[CH:7]=[CH:6][CH:5]=[CH:4][C:3]=1[N:8]1[CH:12]=[CH:11][C:10]([NH2:13])=[N:9]1.[I:14]N1C(=O)CCC1=O. Product: [I:14][C:11]1[C:10]([NH2:13])=[N:9][N:8]([C:3]2[CH:4]=[CH:5][CH:6]=[CH:7][C:2]=2[Cl:1])[CH:12]=1. The catalyst class is: 7. (2) Reactant: Cl[C:2]1[N:7]=[C:6]([NH:8][CH2:9][C:10]2[CH:15]=[CH:14][C:13]([O:16][CH3:17])=[CH:12][CH:11]=2)[CH:5]=[C:4]([C:18]([F:21])([F:20])[F:19])[CH:3]=1.[F:22][C:23]([F:34])([F:33])[C:24]1[CH:29]=[CH:28][CH:27]=[CH:26][C:25]=1B(O)O.C([O-])([O-])=O.[Cs+].[Cs+].C(Cl)Cl. Product: [CH3:17][O:16][C:13]1[CH:14]=[CH:15][C:10]([CH2:9][NH:8][C:6]2[CH:5]=[C:4]([C:18]([F:21])([F:20])[F:19])[CH:3]=[C:2]([C:25]3[CH:26]=[CH:27][CH:28]=[CH:29][C:24]=3[C:23]([F:34])([F:33])[F:22])[N:7]=2)=[CH:11][CH:12]=1. The catalyst class is: 149. (3) Reactant: [NH2:1][CH2:2][CH2:3][C:4]1[CH:27]=[CH:26][C:7]([NH:8][CH:9]2[CH2:14][CH2:13][N:12]([C:15]([NH:17][CH2:18][CH2:19][CH2:20][CH2:21][CH2:22][CH2:23][CH2:24][CH3:25])=[O:16])[CH2:11][CH2:10]2)=[CH:6][CH:5]=1.[Cl:28][C:29]1[CH:30]=[C:31]([C@@H:35]2[CH2:37][O:36]2)[CH:32]=[CH:33][CH:34]=1. Product: [CH2:18]([NH:17][C:15]([N:12]1[CH2:13][CH2:14][CH:9]([NH:8][C:7]2[CH:6]=[CH:5][C:4]([CH2:3][CH2:2][NH:1][CH2:37][C@@H:35]([C:31]3[CH:32]=[CH:33][CH:34]=[C:29]([Cl:28])[CH:30]=3)[OH:36])=[CH:27][CH:26]=2)[CH2:10][CH2:11]1)=[O:16])[CH2:19][CH2:20][CH2:21][CH2:22][CH2:23][CH2:24][CH3:25]. The catalyst class is: 147.